From a dataset of Forward reaction prediction with 1.9M reactions from USPTO patents (1976-2016). Predict the product of the given reaction. (1) Given the reactants [Br:1][C:2]1[CH:9]=[C:8](F)[CH:7]=[CH:6][C:3]=1[CH:4]=[O:5].C([O-])([O-])=O.[Na+].[Na+].[CH2:17]([O:24][CH2:25][CH2:26][OH:27])[C:18]1[CH:23]=[CH:22][CH:21]=[CH:20][CH:19]=1, predict the reaction product. The product is: [CH2:17]([O:24][CH2:25][CH2:26][O:27][C:8]1[CH:7]=[CH:6][C:3]([CH:4]=[O:5])=[C:2]([Br:1])[CH:9]=1)[C:18]1[CH:23]=[CH:22][CH:21]=[CH:20][CH:19]=1. (2) Given the reactants [C:1]1([S:7]([N:10]2[C:14]3=[N:15][CH:16]=[C:17]([N+:41]([O-])=O)[C:18]([NH:19][CH:20]4[CH2:28][CH:27]5[CH:23]([CH2:24][C:25](=[O:40])[N:26]5[CH2:29][C:30]5[CH:35]=[CH:34][C:33]([O:36][CH3:37])=[CH:32][C:31]=5[O:38][CH3:39])[CH2:22][CH2:21]4)=[C:13]3[CH:12]=[CH:11]2)(=[O:9])=[O:8])[CH:6]=[CH:5][CH:4]=[CH:3][CH:2]=1.[Cl-].[NH4+].O, predict the reaction product. The product is: [NH2:41][C:17]1[C:18]([NH:19][CH:20]2[CH2:28][CH:27]3[CH:23]([CH2:24][C:25](=[O:40])[N:26]3[CH2:29][C:30]3[CH:35]=[CH:34][C:33]([O:36][CH3:37])=[CH:32][C:31]=3[O:38][CH3:39])[CH2:22][CH2:21]2)=[C:13]2[CH:12]=[CH:11][N:10]([S:7]([C:1]3[CH:6]=[CH:5][CH:4]=[CH:3][CH:2]=3)(=[O:8])=[O:9])[C:14]2=[N:15][CH:16]=1. (3) Given the reactants C([N:9]([C:18]1[C:19]2[N:26]=[C:25]([C:27]3[N:31]([CH3:32])[CH:30]=[N:29][C:28]=3[C:33]3[CH:38]=[CH:37][CH:36]=[CH:35][CH:34]=3)[S:24][C:20]=2[N:21]=[CH:22][N:23]=1)C(=O)C1C=CC=CC=1)(=O)C1C=CC=CC=1.[CH3:39][N:40]([CH3:44])[C:41](Cl)=[O:42].[CH:45](=[O:52])[C:46]1[CH:51]=[CH:50][CH:49]=[CH:48][CH:47]=1.CCN(C(C)C)C(C)C, predict the reaction product. The product is: [CH3:39][N:40]([CH3:44])[C:41](=[O:42])[O:52][CH:45]([C:30]1[N:31]([CH3:32])[C:27]([C:25]2[S:24][C:20]3[N:21]=[CH:22][N:23]=[C:18]([NH2:9])[C:19]=3[N:26]=2)=[C:28]([C:33]2[CH:38]=[CH:37][CH:36]=[CH:35][CH:34]=2)[N:29]=1)[C:46]1[CH:51]=[CH:50][CH:49]=[CH:48][CH:47]=1. (4) The product is: [Cl:1][C:2]1[CH:7]=[CH:6][C:5]([C:8]2[S:9][C:10]3[C:11](=[O:28])[NH:12][CH2:13][CH2:14][C:15]=3[N:16]=2)=[CH:4][CH:3]=1. Given the reactants [Cl:1][C:2]1[CH:7]=[CH:6][C:5]([C:8]2[S:9][C:10]3[C:11](=[O:28])[N:12](CC4C=CC(OC)=C(OC)C=4)[CH2:13][CH2:14][C:15]=3[N:16]=2)=[CH:4][CH:3]=1.C1(C)C=CC(S(O)(=O)=O)=CC=1, predict the reaction product. (5) Given the reactants [F:1][C:2]([F:14])([F:13])[O:3][C:4]1[CH:12]=[CH:11][C:7]([C:8]([OH:10])=O)=[CH:6][CH:5]=1.CN(C(ON1N=NC2C=CC=NC1=2)=[N+](C)C)C.F[P-](F)(F)(F)(F)F.CCN(C(C)C)C(C)C.[NH2:48][C:49]([CH3:69])([CH2:52][O:53][C:54]1[CH:55]=[CH:56][C:57]2[CH2:61][O:60][B:59]([OH:62])[C:58]=2[C:63]=1[C:64]1[O:65][CH:66]=[CH:67][CH:68]=1)[C:50]#[N:51], predict the reaction product. The product is: [C:50]([C:49]([NH:48][C:8](=[O:10])[C:7]1[CH:6]=[CH:5][C:4]([O:3][C:2]([F:1])([F:14])[F:13])=[CH:12][CH:11]=1)([CH3:69])[CH2:52][O:53][C:54]1[CH:55]=[CH:56][C:57]2[CH2:61][O:60][B:59]([OH:62])[C:58]=2[C:63]=1[C:64]1[O:65][CH:66]=[CH:67][CH:68]=1)#[N:51].